Dataset: Experimentally validated miRNA-target interactions with 360,000+ pairs, plus equal number of negative samples. Task: Binary Classification. Given a miRNA mature sequence and a target amino acid sequence, predict their likelihood of interaction. The miRNA is hsa-miR-6862-3p with sequence CCUCACCCAGCUCUCUGGCCCUCU. The protein sequence of the target gene is MEEPTAVEGQVQLPSPHQGSLRKAVAAALALDGESTMGHRKKKRKESRPESIIIYRSDNEKTDEEPGESEGGDQPKEEEGDDFLDYPVDDDMWNLPLDSRYVTLTGTITRGKKKGQMVDIHVTLTEKELQELTKPKESSRETTPEGRMACQMGADRGPHVVLWTLICLPVVFILSFVVSFYYGTITWYNIFLVYNEERTFWHKISYCPCLVLFYPVLIMAMASSLGLYAAVVQLSWSWEAWWQAARDMEKGFCGWLCSKLGLEDCSPYSIVELLESDNISSTLSNKDPIQEVETSTV. Result: 0 (no interaction).